From a dataset of Reaction yield outcomes from USPTO patents with 853,638 reactions. Predict the reaction yield, written as a fraction of the theoretical maximum amount of product (1.0 means a 100% yield; for example, 0.34 means a 34% yield). (1) The reactants are [Br:1][C:2]1[C:14](=[O:15])[N:13]([CH:16]2[CH2:20][CH2:19][CH2:18][CH2:17]2)[C:5]2[N:6]=[C:7](S(C)=O)[N:8]=[CH:9][C:4]=2[C:3]=1[CH3:21].[CH3:22][O:23][C:24]1[CH:31]=[CH:30][C:27]([CH2:28][NH2:29])=[CH:26][CH:25]=1. The catalyst is C1(C)C=CC=CC=1. The product is [Br:1][C:2]1[C:14](=[O:15])[N:13]([CH:16]2[CH2:20][CH2:19][CH2:18][CH2:17]2)[C:5]2[N:6]=[C:7]([NH:29][CH2:28][C:27]3[CH:30]=[CH:31][C:24]([O:23][CH3:22])=[CH:25][CH:26]=3)[N:8]=[CH:9][C:4]=2[C:3]=1[CH3:21]. The yield is 0.864. (2) The catalyst is CO.C(OCC)(=O)C.[Pd]. The product is [NH2:1][C:4]1[CH:5]=[C:6]2[C:11](=[CH:12][CH:13]=1)[O:10][CH:9]=[CH:8][C:7]2=[O:14]. The yield is 0.940. The reactants are [N+:1]([C:4]1[CH:5]=[C:6]2[C:11](=[CH:12][CH:13]=1)[O:10][CH:9]=[CH:8][C:7]2=[O:14])([O-])=O. (3) The reactants are C1C=CC2N(O)N=NC=2C=1.CN1CCOCC1.CCN=C=NCCCN(C)C.Cl.[CH2:30]([C:32]1[C:33]([OH:55])=[CH:34][C:35]([OH:54])=[C:36]([C:38]2[C:39]([C:46]3[CH:51]=[CH:50][C:49]([O:52][CH3:53])=[CH:48][CH:47]=3)=[C:40]([C:43]([OH:45])=O)[NH:41][N:42]=2)[CH:37]=1)[CH3:31].[C:56]([NH:63][CH2:64][CH2:65][CH2:66][NH2:67])([O:58][C:59]([CH3:62])([CH3:61])[CH3:60])=[O:57]. The catalyst is C(Cl)Cl. The product is [CH2:30]([C:32]1[C:33]([OH:55])=[CH:34][C:35]([OH:54])=[C:36]([C:38]2[C:39]([C:46]3[CH:47]=[CH:48][C:49]([O:52][CH3:53])=[CH:50][CH:51]=3)=[C:40]([C:43]([NH:67][CH2:66][CH2:65][CH2:64][NH:63][C:56](=[O:57])[O:58][C:59]([CH3:61])([CH3:60])[CH3:62])=[O:45])[NH:41][N:42]=2)[CH:37]=1)[CH3:31]. The yield is 0.630. (4) The reactants are Cl[C:2]1[CH:13]=[CH:12][C:5]([C:6]([NH:8][CH:9]2[CH2:11][CH2:10]2)=[O:7])=[CH:4][C:3]=1[N+:14]([O-:16])=[O:15].[NH:17]1[CH2:22][CH2:21][CH:20]([CH2:23][CH2:24][N:25]2[CH2:30][CH2:29][CH2:28][CH2:27][CH2:26]2)[CH2:19][CH2:18]1. The catalyst is C(#N)C. The product is [CH:9]1([NH:8][C:6](=[O:7])[C:5]2[CH:12]=[CH:13][C:2]([N:17]3[CH2:18][CH2:19][CH:20]([CH2:23][CH2:24][N:25]4[CH2:30][CH2:29][CH2:28][CH2:27][CH2:26]4)[CH2:21][CH2:22]3)=[C:3]([N+:14]([O-:16])=[O:15])[CH:4]=2)[CH2:11][CH2:10]1. The yield is 0.790. (5) The reactants are [CH3:1][O:2][C:3]1[CH:4]=[C:5]2[C:10](=[CH:11][C:12]=1[O:13][CH3:14])[N:9]=[CH:8][CH:7]=[C:6]2[O:15][C:16]1[C:22]([CH3:23])=[CH:21][C:19]([NH2:20])=[C:18]([CH3:24])[CH:17]=1.Cl[C:26](Cl)([O:28][C:29](=[O:35])OC(Cl)(Cl)Cl)Cl.C[C:38]1[CH:43]=[CH:42][CH:41]=[C:40]([CH3:44])[C:39]=1O.C(=O)(O)[O-].[Na+]. The catalyst is C(Cl)Cl.C(N(CC)CC)C.C1(C)C=CC=CC=1. The product is [CH3:1][O:2][C:3]1[CH:4]=[C:5]2[C:10](=[CH:11][C:12]=1[O:13][CH3:14])[N:9]=[CH:8][CH:7]=[C:6]2[O:15][C:16]1[C:22]([CH3:23])=[CH:21][C:19]([NH:20][C:29](=[O:35])[O:28][C:26]2[C:42]([CH3:41])=[CH:43][CH:38]=[CH:39][C:40]=2[CH3:44])=[C:18]([CH3:24])[CH:17]=1. The yield is 1.00. (6) The catalyst is O1CCCC1. The yield is 0.990. The reactants are C(NC(C)C)(C)C.C([Li])CCC.CCCCCC.[C:19]([O:22][CH2:23][CH3:24])(=[O:21])[CH3:20].[CH3:25][N:26]([CH3:40])[C:27](=[O:39])[O:28][C:29]1[CH:34]=[CH:33][C:32]([CH:35]=[O:36])=[C:31]([CH:37]=[CH2:38])[CH:30]=1.[Cl-].[NH4+]. The product is [CH3:25][N:26]([CH3:40])[C:27]([O:28][C:29]1[CH:34]=[CH:33][C:32]([CH:35]([OH:36])[CH2:20][C:19]([O:22][CH2:23][CH3:24])=[O:21])=[C:31]([CH:37]=[CH2:38])[CH:30]=1)=[O:39]. (7) The reactants are Cl[C:2]1[N:7]=[CH:6][C:5]([C:8]2[C:13]([C:14]([F:17])([F:16])[F:15])=[CH:12][CH:11]=[CH:10][N:9]=2)=[CH:4][C:3]=1[NH2:18].[Cl-].[NH4+].[OH-].[NH4+].C[N:24]([CH:26]=[O:27])C. The catalyst is O.[C-]#N.[Zn+2].[C-]#N.C1(P(C2C=CC=CC=2)[C-]2C=CC=C2)C=CC=CC=1.[C-]1(P(C2C=CC=CC=2)C2C=CC=CC=2)C=CC=C1.[Fe+2]. The product is [NH2:18][C:3]1[C:2]([C:26]([NH2:24])=[O:27])=[N:7][CH:6]=[C:5]([C:8]2[C:13]([C:14]([F:17])([F:16])[F:15])=[CH:12][CH:11]=[CH:10][N:9]=2)[CH:4]=1. The yield is 0.900. (8) The reactants are [C:1](Cl)(=[O:5])C(Cl)=O.[Cl:7][C:8]1[CH:16]=[CH:15][C:14]([N:17]2[CH:21]=[CH:20][CH:19]=[CH:18]2)=[CH:13][C:9]=1[C:10]([NH2:12])=[O:11].[CH:22]([S:24]([C:27]1[CH:36]=[CH:35][C:30]2[N:31]=[C:32]([NH2:34])[S:33][C:29]=2[CH:28]=1)(=[O:26])=[O:25])=[CH2:23].[NH:37]1[CH2:42][CH2:41][NH:40][CH2:39][CH2:38]1. The catalyst is C1COCC1. The product is [Cl:7][C:8]1[CH:16]=[CH:15][C:14]([N:17]2[CH:21]=[CH:20][CH:19]=[CH:18]2)=[CH:13][C:9]=1[C:10]([NH:12][C:1](=[O:5])[NH:34][C:32]1[S:33][C:29]2[CH:28]=[C:27]([S:24]([CH2:22][CH2:23][N:37]3[CH2:42][CH2:41][NH:40][CH2:39][CH2:38]3)(=[O:26])=[O:25])[CH:36]=[CH:35][C:30]=2[N:31]=1)=[O:11]. The yield is 0.150.